This data is from Forward reaction prediction with 1.9M reactions from USPTO patents (1976-2016). The task is: Predict the product of the given reaction. (1) Given the reactants [C:1]([C:3]1[CH:11]=[CH:10][C:6]([C:7](Cl)=[O:8])=[CH:5][CH:4]=1)#[N:2].[NH2:12][C:13]1[CH:14]=[CH:15][C:16]([CH3:23])=[C:17]([CH:22]=1)[C:18]([O:20][CH3:21])=[O:19].C(N(CC)CC)C.Cl, predict the reaction product. The product is: [C:1]([C:3]1[CH:11]=[CH:10][C:6]([C:7]([NH:12][C:13]2[CH:14]=[CH:15][C:16]([CH3:23])=[C:17]([CH:22]=2)[C:18]([O:20][CH3:21])=[O:19])=[O:8])=[CH:5][CH:4]=1)#[N:2]. (2) Given the reactants [NH:1]1[C:9]2[C:4](=[C:5]([C:10]3[N:14]=[C:13]([C:15]4[CH:20]=[CH:19][C:18]([C:21]5[CH:26]=[CH:25][CH:24]=[CH:23][C:22]=5[C:27]([F:30])([F:29])[F:28])=[CH:17][CH:16]=4)[O:12][N:11]=3)[CH:6]=[CH:7][CH:8]=2)[CH:3]=[CH:2]1.C(OC1C=C(C2ON=C(C3C=CC=C4C=3C=CN4)N=2)C=CC=1OCC)C, predict the reaction product. The product is: [NH:1]1[C:9]2[C:4](=[C:5]([C:10]3[N:14]=[C:13]([C:15]4[CH:16]=[CH:17][C:18]([C:21]5[CH:26]=[CH:25][CH:24]=[CH:23][C:22]=5[C:27]([F:30])([F:28])[F:29])=[CH:19][CH:20]=4)[O:12][N:11]=3)[CH:6]=[CH:7][CH:8]=2)[CH2:3][CH2:2]1.